This data is from Forward reaction prediction with 1.9M reactions from USPTO patents (1976-2016). The task is: Predict the product of the given reaction. (1) Given the reactants C(N(CC)CC)C.[CH3:8][CH2:9]/[CH:10]=[CH:11]\[CH2:12]/[CH:13]=[CH:14]\[CH2:15]/[CH:16]=[CH:17]\[CH2:18]/[CH:19]=[CH:20]\[CH2:21]/[CH:22]=[CH:23]\[CH2:24]/[CH:25]=[CH:26]\[CH2:27][CH2:28][C:29]([OH:31])=O.[NH2:32][CH2:33][CH2:34][S:35]([OH:38])(=[O:37])=[O:36], predict the reaction product. The product is: [C:29]([NH:32][CH2:33][CH2:34][S:35]([OH:38])(=[O:37])=[O:36])(=[O:31])[CH2:28][CH2:27][CH:26]=[CH:25][CH2:24][CH:23]=[CH:22][CH2:21][CH:20]=[CH:19][CH2:18][CH:17]=[CH:16][CH2:15][CH:14]=[CH:13][CH2:12][CH:11]=[CH:10][CH2:9][CH3:8]. (2) Given the reactants [OH:1][CH2:2][C:3]1[CH:8]=[CH:7][C:6]([CH:9]2[CH2:14][CH2:13][N:12]([C:15]([O:17][CH2:18][C:19]3[CH:24]=[CH:23][CH:22]=[CH:21][CH:20]=3)=[O:16])[CH2:11][CH:10]2[O:25][CH2:26][C:27]2[CH:28]=[CH:29][C:30]3[O:35][CH2:34][CH2:33][N:32]([CH2:36][CH2:37][CH2:38][O:39][CH3:40])[C:31]=3[CH:41]=2)=[CH:5][CH:4]=1.[CH2:42](I)[CH3:43], predict the reaction product. The product is: [CH2:42]([O:1][CH2:2][C:3]1[CH:4]=[CH:5][C:6]([CH:9]2[CH2:14][CH2:13][N:12]([C:15]([O:17][CH2:18][C:19]3[CH:20]=[CH:21][CH:22]=[CH:23][CH:24]=3)=[O:16])[CH2:11][CH:10]2[O:25][CH2:26][C:27]2[CH:28]=[CH:29][C:30]3[O:35][CH2:34][CH2:33][N:32]([CH2:36][CH2:37][CH2:38][O:39][CH3:40])[C:31]=3[CH:41]=2)=[CH:7][CH:8]=1)[CH3:43]. (3) Given the reactants [Br:1][C:2]1[CH:3]=[CH:4][C:5]([OH:10])=[C:6]([CH:9]=1)[CH:7]=[O:8].[CH2:11]([CH:13]1[O:15][CH2:14]1)[Cl:12], predict the reaction product. The product is: [Br:1][C:2]1[CH:3]=[CH:4][C:5]([O:10][CH2:14][CH:13]([OH:15])[CH2:11][Cl:12])=[C:6]([CH:9]=1)[CH:7]=[O:8].